Dataset: Reaction yield outcomes from USPTO patents with 853,638 reactions. Task: Predict the reaction yield, written as a fraction of the theoretical maximum amount of product (1.0 means a 100% yield; for example, 0.34 means a 34% yield). (1) The reactants are [C:1]1([CH3:21])[CH:6]=[CH:5][C:4]([S:7]([CH:10]([NH:18][CH:19]=O)[C:11]2[CH:16]=[CH:15][C:14]([F:17])=[CH:13][CH:12]=2)(=[O:9])=[O:8])=[CH:3][CH:2]=1.O=P(Cl)(Cl)Cl.C(N(CC)CC)C.C(=O)(O)[O-].[Na+]. The catalyst is C1COCC1.C(OCC)(=O)C. The product is [C:1]1([CH3:21])[CH:2]=[CH:3][C:4]([S:7]([CH:10]([N+:18]#[C-:19])[C:11]2[CH:16]=[CH:15][C:14]([F:17])=[CH:13][CH:12]=2)(=[O:9])=[O:8])=[CH:5][CH:6]=1. The yield is 0.700. (2) The reactants are [Br:1][CH2:2][C:3]1[CH:10]=[CH:9][C:6]([C:7]#N)=[CH:5][C:4]=1[Cl:11].[H-].C([Al+]CC(C)C)C(C)C.Cl.[OH2:23]. The catalyst is C1(C)C=CC=CC=1. The product is [Br:1][CH2:2][C:3]1[CH:10]=[CH:9][C:6]([CH:7]=[O:23])=[CH:5][C:4]=1[Cl:11]. The yield is 0.800.